From a dataset of Full USPTO retrosynthesis dataset with 1.9M reactions from patents (1976-2016). Predict the reactants needed to synthesize the given product. Given the product [OH:19][C:15]1[CH:14]=[C:13]([C:8]2[CH:9]=[C:10]3[C:5](=[CH:6][CH:7]=2)[CH:4]=[C:3]([OH:2])[CH:12]=[CH:11]3)[CH:18]=[CH:17][CH:16]=1, predict the reactants needed to synthesize it. The reactants are: C[O:2][C:3]1[CH:12]=[CH:11][C:10]2[C:5](=[CH:6][CH:7]=[C:8]([C:13]3[CH:18]=[CH:17][CH:16]=[C:15]([O:19]C)[CH:14]=3)[CH:9]=2)[CH:4]=1.B(Br)(Br)Br.